This data is from Catalyst prediction with 721,799 reactions and 888 catalyst types from USPTO. The task is: Predict which catalyst facilitates the given reaction. (1) Reactant: [N:1]1[C:10]2[C:5](=[CH:6][CH:7]=[CH:8][C:9]=2[OH:11])[CH:4]=[CH:3][C:2]=1[OH:12].[CH:13]1[CH:18]=[CH:17][C:16]([CH2:19]Br)=[CH:15][CH:14]=1.C1CCN2C(=NCCC2)CC1. Product: [CH2:19]([O:11][C:9]1[CH:8]=[CH:7][CH:6]=[C:5]2[C:10]=1[N:1]=[C:2]([OH:12])[CH:3]=[CH:4]2)[C:16]1[CH:17]=[CH:18][CH:13]=[CH:14][CH:15]=1. The catalyst class is: 41. (2) Reactant: [CH3:1][CH:2]1[CH2:7][CH2:6][NH:5][CH2:4][CH:3]1[NH:8][C:9]1[C:10]2[N:11]([CH:18]=[CH:19][CH:20]=2)[N:12]=[CH:13][C:14]=1[C:15]([NH2:17])=[O:16].[C:21]([CH2:23][C:24](O)=[O:25])#[N:22].C(N(C(C)C)CC)(C)C.F[P-](F)(F)(F)(F)F.N1(OC(N(C)C)=[N+](C)C)C2N=CC=CC=2N=N1. Product: [C:21]([CH2:23][C:24]([N:5]1[CH2:6][CH2:7][CH:2]([CH3:1])[CH:3]([NH:8][C:9]2[C:10]3[N:11]([CH:18]=[CH:19][CH:20]=3)[N:12]=[CH:13][C:14]=2[C:15]([NH2:17])=[O:16])[CH2:4]1)=[O:25])#[N:22]. The catalyst class is: 9. (3) Reactant: CN(C)[CH:3]=[CH:4][C:5]([C:7]1[N:14]2[C:10]([O:11][CH:12]=[CH:13]2)=[N:9][C:8]=1[C:15]1[CH:20]=[CH:19][C:18]([F:21])=[CH:17][CH:16]=1)=O.Cl.[NH2:24][C:25]([NH:27][CH:28]1[CH2:33][CH2:32][N:31]([C:34]([O:36][C:37]([CH3:40])([CH3:39])[CH3:38])=[O:35])[CH2:30][CH2:29]1)=[NH:26].[O-]CC.[Na+]. Product: [F:21][C:18]1[CH:17]=[CH:16][C:15]([C:8]2[N:9]=[C:10]3[N:14]([C:7]=2[C:5]2[CH:4]=[CH:3][N:24]=[C:25]([NH:27][CH:28]4[CH2:33][CH2:32][N:31]([C:34]([O:36][C:37]([CH3:40])([CH3:39])[CH3:38])=[O:35])[CH2:30][CH2:29]4)[N:26]=2)[CH:13]=[CH:12][O:11]3)=[CH:20][CH:19]=1. The catalyst class is: 8. (4) Reactant: [OH:1][CH:2]([CH2:6][CH2:7][CH2:8][CH2:9][CH2:10][CH2:11][CH2:12][CH2:13][CH2:14][CH2:15]CCCC)[C:3]([OH:5])=O.[Cl-].[CH2:21]([O:28][C:29](=[O:38])/[CH:30]=[CH:31]/[C@@H:32]([NH3+:37])[CH2:33][CH2:34][CH2:35][CH3:36])[C:22]1[CH:27]=[CH:26][CH:25]=[CH:24][CH:23]=1.C1C=CC2N(O)N=NC=2C=1. Product: [OH:1][CH:2]([CH2:6][CH2:7][CH2:8][CH2:9][CH2:10][CH2:11][CH2:12][CH2:13][CH2:14][CH3:15])[C:3]([NH:37][C@@H:32]([CH2:33][CH2:34][CH2:35][CH3:36])/[CH:31]=[CH:30]/[C:29]([O:28][CH2:21][C:22]1[CH:23]=[CH:24][CH:25]=[CH:26][CH:27]=1)=[O:38])=[O:5]. The catalyst class is: 624. (5) Reactant: [Cl:1][C:2]1[C:11]2[C:6](=[CH:7][CH:8]=[CH:9][CH:10]=2)[C:5]([OH:12])=[CH:4][N:3]=1.C(=O)([O-])[O-].[K+].[K+].[CH2:19](Br)[C:20]1[CH:25]=[CH:24][CH:23]=[CH:22][CH:21]=1. Product: [Cl:1][C:2]1[C:11]2[C:6](=[CH:7][CH:8]=[CH:9][CH:10]=2)[C:5]([O:12][CH2:19][C:20]2[CH:25]=[CH:24][CH:23]=[CH:22][CH:21]=2)=[CH:4][N:3]=1. The catalyst class is: 3. (6) Reactant: COP([CH2:7][C:8](=[O:16])[C:9]([F:15])([F:14])[CH2:10][CH2:11][CH2:12][CH3:13])(=O)OC.[H-].[Na+].[C:19]([O:22][C@@H:23]1[C@H:27]([CH2:28][CH2:29][CH2:30][CH2:31][CH2:32][CH2:33][C:34]([O:36][CH3:37])=[O:35])[C@@H:26]([CH:38]=O)[C@H:25]([O:40][CH:41]2[CH2:46][CH2:45][CH2:44][CH2:43][O:42]2)[CH2:24]1)(=[O:21])[CH3:20]. Product: [C:19]([O:22][C@@H:23]1[C@H:27]([CH2:28][CH2:29][CH2:30][CH2:31][CH2:32][CH2:33][C:34]([O:36][CH3:37])=[O:35])[C@@H:26](/[CH:38]=[CH:7]/[C:8](=[O:16])[C:9]([F:14])([F:15])[CH2:10][CH2:11][CH2:12][CH3:13])[C@H:25]([O:40][CH:41]2[CH2:46][CH2:45][CH2:44][CH2:43][O:42]2)[CH2:24]1)(=[O:21])[CH3:20]. The catalyst class is: 1. (7) Reactant: Br[C:2]1[C:3]([N:22]2[CH2:26][CH2:25][C@@H:24]([OH:27])[CH2:23]2)=[N:4][CH:5]=[C:6]([CH:21]=1)[C:7]([NH:9][C:10]1[CH:15]=[CH:14][C:13]([O:16][C:17]([F:20])([F:19])[F:18])=[CH:12][CH:11]=1)=[O:8].[CH:28]1[C:37]2[C:32](=[CH:33][CH:34]=[C:35](B(O)O)[CH:36]=2)[CH:31]=[CH:30][N:29]=1.C([O-])([O-])=O.[Na+].[Na+]. Product: [OH:27][C@@H:24]1[CH2:25][CH2:26][N:22]([C:3]2[C:2]([C:35]3[CH:36]=[C:37]4[C:32]([CH:31]=[CH:30][N:29]=[CH:28]4)=[CH:33][CH:34]=3)=[CH:21][C:6]([C:7]([NH:9][C:10]3[CH:15]=[CH:14][C:13]([O:16][C:17]([F:20])([F:19])[F:18])=[CH:12][CH:11]=3)=[O:8])=[CH:5][N:4]=2)[CH2:23]1. The catalyst class is: 57. (8) Reactant: [N+:1]([C:4]1[C:12]2[N:11]=[CH:10][N:9]([C:13]3[CH:20]=[CH:19][C:16]([C:17]#[N:18])=[CH:15][CH:14]=3)[C:8]=2[CH:7]=[CH:6][CH:5]=1)([O-])=O. The catalyst class is: 29. Product: [NH2:1][C:4]1[C:12]2[N:11]=[CH:10][N:9]([C:13]3[CH:20]=[CH:19][C:16]([C:17]#[N:18])=[CH:15][CH:14]=3)[C:8]=2[CH:7]=[CH:6][CH:5]=1. (9) Reactant: Br[C:2]1([C:31]2[CH:36]=[CH:35][C:34]([CH:37]=[CH2:38])=[CH:33][CH:32]=2)[C:6]([C:7]2[CH:12]=[CH:11][CH:10]=[CH:9][CH:8]=2)=[C:5]([C:13]2[CH:18]=[CH:17][CH:16]=[CH:15][CH:14]=2)[C:4]([C:19]2[CH:24]=[CH:23][CH:22]=[CH:21][CH:20]=2)=[C:3]1[C:25]1[CH:30]=[CH:29][CH:28]=[CH:27][CH:26]=1.[Li+].[AlH4-].Cl. Product: [C:7]1([C:6]2[CH:2]([C:31]3[CH:36]=[CH:35][C:34]([CH:37]=[CH2:38])=[CH:33][CH:32]=3)[C:3]([C:25]3[CH:26]=[CH:27][CH:28]=[CH:29][CH:30]=3)=[C:4]([C:19]3[CH:20]=[CH:21][CH:22]=[CH:23][CH:24]=3)[C:5]=2[C:13]2[CH:14]=[CH:15][CH:16]=[CH:17][CH:18]=2)[CH:12]=[CH:11][CH:10]=[CH:9][CH:8]=1. The catalyst class is: 28.